From a dataset of Full USPTO retrosynthesis dataset with 1.9M reactions from patents (1976-2016). Predict the reactants needed to synthesize the given product. Given the product [NH2:1][C:2]1[N:7]=[C:6]([C:8]2[CH:9]=[N:10][CH:11]=[CH:12][CH:13]=2)[C:5]([C:14]2[CH:15]=[CH:16][C:17](=[O:20])[N:18]([CH:21]([CH3:23])[CH3:22])[N:19]=2)=[CH:4][N:3]=1, predict the reactants needed to synthesize it. The reactants are: [NH2:1][C:2]1[N:7]=[C:6]([C:8]2[CH:9]=[N:10][CH:11]=[CH:12][CH:13]=2)[C:5]([C:14]2[CH:15]=[CH:16][C:17](=[O:20])[NH:18][N:19]=2)=[CH:4][N:3]=1.[CH:21](I)([CH3:23])[CH3:22].